Dataset: Forward reaction prediction with 1.9M reactions from USPTO patents (1976-2016). Task: Predict the product of the given reaction. (1) Given the reactants [CH3:1][CH:2]([CH2:6][C:7](=O)[C:8]1[CH:13]=[CH:12][CH:11]=[CH:10][CH:9]=1)[C:3](O)=[O:4].O.[NH2:16][NH2:17], predict the reaction product. The product is: [CH3:1][CH:2]1[CH2:6][C:7]([C:8]2[CH:13]=[CH:12][CH:11]=[CH:10][CH:9]=2)=[N:17][NH:16][C:3]1=[O:4]. (2) Given the reactants [CH:1]1([C:4]2[N:5]=[C:6]3[CH:11]=[CH:10][C:9]([N+:12]([O-])=O)=[CH:8][N:7]3[C:15]=2[CH3:16])[CH2:3][CH2:2]1.[F:17][CH:18]([F:35])[O:19][C:20]1[CH:21]=[CH:22][C:23]([C:26]2[CH:31]=[CH:30][C:29]([C:32](O)=[O:33])=[CH:28][CH:27]=2)=[N:24][CH:25]=1, predict the reaction product. The product is: [CH:1]1([C:4]2[N:5]=[C:6]3[CH:11]=[CH:10][C:9]([NH:12][C:32](=[O:33])[C:29]4[CH:28]=[CH:27][C:26]([C:23]5[CH:22]=[CH:21][C:20]([O:19][CH:18]([F:35])[F:17])=[CH:25][N:24]=5)=[CH:31][CH:30]=4)=[CH:8][N:7]3[C:15]=2[CH3:16])[CH2:3][CH2:2]1. (3) Given the reactants [CH3:1][O:2][C:3]1[CH:4]=[C:5]([C:9]2([C:17]#[N:18])[CH2:15][CH2:14][CH2:13][C:12](=O)[CH2:11][CH2:10]2)[CH:6]=[CH:7][CH:8]=1.[CH2:19]([NH2:26])[C:20]1[CH:25]=[CH:24][CH:23]=[CH:22][CH:21]=1.C(O)(=O)C.C(O[BH-](OC(=O)C)OC(=O)C)(=O)C.[Na+].C(=O)([O-])O.[Na+], predict the reaction product. The product is: [CH2:19]([NH:26][CH:12]1[CH2:13][CH2:14][CH2:15][C:9]([C:5]2[CH:6]=[CH:7][CH:8]=[C:3]([O:2][CH3:1])[CH:4]=2)([C:17]#[N:18])[CH2:10][CH2:11]1)[C:20]1[CH:25]=[CH:24][CH:23]=[CH:22][CH:21]=1. (4) Given the reactants Br[C:2]1[CH:6]=[CH:5][N:4]([CH2:7][C:8]#[N:9])[N:3]=1.[CH3:10][N:11]1[CH2:16][CH2:15][N:14]([C:17]2[CH:22]=[C:21]([N:23]3[CH:32]([CH3:33])[CH2:31][C:30]4[C:25](=[CH:26][C:27](B5OC(C)(C)C(C)(C)O5)=[CH:28][CH:29]=4)[CH2:24]3)[N:20]=[C:19]([NH2:43])[N:18]=2)[CH2:13][CH2:12]1.C(=O)([O-])[O-].[Na+].[Na+].N#N, predict the reaction product. The product is: [NH2:43][C:19]1[N:20]=[C:21]([N:23]2[CH:32]([CH3:33])[CH2:31][C:30]3[C:25](=[CH:26][C:27]([C:2]4[CH:6]=[CH:5][N:4]([CH2:7][C:8]#[N:9])[N:3]=4)=[CH:28][CH:29]=3)[CH2:24]2)[CH:22]=[C:17]([N:14]2[CH2:15][CH2:16][N:11]([CH3:10])[CH2:12][CH2:13]2)[N:18]=1. (5) Given the reactants [N:1]1([CH2:8][CH2:9][CH2:10][O:11][C:12]2[CH:17]=[CH:16][C:15]([CH2:18][CH2:19][C:20](OCC)=[O:21])=[CH:14][CH:13]=2)[CH2:7][CH2:6][CH2:5][CH2:4][CH2:3][CH2:2]1.[H-].[Al+3].[Li+].[H-].[H-].[H-].[O-]S([O-])(=O)=O.[Na+].[Na+], predict the reaction product. The product is: [N:1]1([CH2:8][CH2:9][CH2:10][O:11][C:12]2[CH:13]=[CH:14][C:15]([CH2:18][CH2:19][CH2:20][OH:21])=[CH:16][CH:17]=2)[CH2:7][CH2:6][CH2:5][CH2:4][CH2:3][CH2:2]1. (6) Given the reactants [N+:1]([C:4]1[CH:5]=[C:6]([CH:10]=[C:11]([C:13]([F:16])([F:15])[F:14])[CH:12]=1)[C:7]([OH:9])=O)([O-:3])=[O:2].F[P-](F)(F)(F)(F)F.N1(O[P+](N2CCCC2)(N2CCCC2)N2CCCC2)C2C=CC=CC=2N=N1.C(N(C(C)C)CC)(C)C.[CH2:59]([O:61][C:62]([C:64]1[CH:65]=[N:66][N:67]2[C:72]([C:73]3[CH:78]=[CH:77][CH:76]=[C:75]([NH2:79])[CH:74]=3)=[CH:71][CH:70]=[N:69][C:68]=12)=[O:63])[CH3:60], predict the reaction product. The product is: [N+:1]([C:4]1[CH:5]=[C:6]([CH:10]=[C:11]([C:13]([F:16])([F:15])[F:14])[CH:12]=1)[C:7]([NH:79][C:75]1[CH:74]=[C:73]([C:72]2[N:67]3[N:66]=[CH:65][C:64]([C:62]([O:61][CH2:59][CH3:60])=[O:63])=[C:68]3[N:69]=[CH:70][CH:71]=2)[CH:78]=[CH:77][CH:76]=1)=[O:9])([O-:3])=[O:2]. (7) Given the reactants [NH2:1][C:2]1[N:7]=[C:6](Cl)[C:5]([CH2:9][C:10]([O:12]CC)=O)=[C:4]([Cl:15])[N:3]=1.[N:16]1[CH:21]=[CH:20][CH:19]=[C:18]([CH2:22][NH2:23])[CH:17]=1.CCN(C(C)C)C(C)C, predict the reaction product. The product is: [NH2:1][C:2]1[N:3]=[C:4]([Cl:15])[C:5]2[CH2:9][C:10](=[O:12])[N:23]([CH2:22][C:18]3[CH:17]=[N:16][CH:21]=[CH:20][CH:19]=3)[C:6]=2[N:7]=1. (8) Given the reactants [C:1]([C:5]1[CH:10]=[CH:9][C:8]([S:11]([N:14]([CH2:24][C:25](O)=[O:26])[C:15]2[CH:20]=[CH:19][CH:18]=[C:17]([N:21]([CH3:23])[CH3:22])[CH:16]=2)(=[O:13])=[O:12])=[CH:7][CH:6]=1)([CH3:4])([CH3:3])[CH3:2].[CH:28]1([NH:31][CH2:32][C:33]2[CH:38]=[CH:37][CH:36]=[C:35]([CH3:39])[CH:34]=2)[CH2:30][CH2:29]1, predict the reaction product. The product is: [C:1]([C:5]1[CH:6]=[CH:7][C:8]([S:11]([N:14]([C:15]2[CH:20]=[CH:19][CH:18]=[C:17]([N:21]([CH3:22])[CH3:23])[CH:16]=2)[CH2:24][C:25]([N:31]([CH:28]2[CH2:30][CH2:29]2)[CH2:32][C:33]2[CH:38]=[CH:37][CH:36]=[C:35]([CH3:39])[CH:34]=2)=[O:26])(=[O:13])=[O:12])=[CH:9][CH:10]=1)([CH3:3])([CH3:2])[CH3:4]. (9) Given the reactants [F:1][C:2]1[CH:3]=[CH:4][C:5]([O:41][CH3:42])=[C:6]([C:8]2[CH:13]=[CH:12][N:11]=[C:10]3[N:14](S(C4C=CC=CC=4)(=O)=O)[C:15]([C:17]4[CH2:31][CH:20]5[CH2:21][N:22]([C:24]([O:26][C:27]([CH3:30])([CH3:29])[CH3:28])=[O:25])[CH2:23][CH:19]5[CH:18]=4)=[CH:16][C:9]=23)[CH:7]=1.[OH-].[Na+], predict the reaction product. The product is: [F:1][C:2]1[CH:3]=[CH:4][C:5]([O:41][CH3:42])=[C:6]([C:8]2[CH:13]=[CH:12][N:11]=[C:10]3[NH:14][C:15]([C:17]4[CH2:31][CH:20]5[CH2:21][N:22]([C:24]([O:26][C:27]([CH3:28])([CH3:29])[CH3:30])=[O:25])[CH2:23][CH:19]5[CH:18]=4)=[CH:16][C:9]=23)[CH:7]=1. (10) The product is: [CH2:1]([O:3][C:4]([CH:6]1[CH:10]([C:11]2[CH:16]=[CH:15][C:14]([Cl:17])=[C:13]([Cl:18])[CH:12]=2)[CH2:9][NH:8][CH2:7]1)=[O:5])[CH3:2]. Given the reactants [CH2:1]([O:3][C:4]([CH:6]1[CH:10]([C:11]2[CH:16]=[CH:15][C:14]([Cl:17])=[C:13]([Cl:18])[CH:12]=2)[CH2:9][N:8](CC2C=CC=CC=2)[CH2:7]1)=[O:5])[CH3:2].ClC(OCC(Cl)(Cl)Cl)=O, predict the reaction product.